Dataset: Catalyst prediction with 721,799 reactions and 888 catalyst types from USPTO. Task: Predict which catalyst facilitates the given reaction. Reactant: Br[C:2]1[CH:3]=[C:4]([Si:13]([CH2:18][CH3:19])([CH2:16][CH3:17])[CH2:14][CH3:15])[C:5]2[O:9][C:8]([F:11])([F:10])[O:7][C:6]=2[CH:12]=1.[C:20](=[O:22])=[O:21].[NH4+].[Cl-].Cl. Product: [F:10][C:8]1([F:11])[O:9][C:5]2[C:4]([Si:13]([CH2:18][CH3:19])([CH2:16][CH3:17])[CH2:14][CH3:15])=[CH:3][C:2]([C:20]([OH:22])=[O:21])=[CH:12][C:6]=2[O:7]1. The catalyst class is: 27.